This data is from Reaction yield outcomes from USPTO patents with 853,638 reactions. The task is: Predict the reaction yield, written as a fraction of the theoretical maximum amount of product (1.0 means a 100% yield; for example, 0.34 means a 34% yield). (1) The reactants are [CH3:1][C:2]1[CH:7]=[CH:6][C:5]([NH:8][C:9]([NH:11][C:12]2[N:16]([C:17]3[CH:22]=[CH:21][CH:20]=[CH:19][CH:18]=3)[N:15]=[C:14]([C:23]([F:26])([F:25])[F:24])[CH:13]=2)=[O:10])=[CH:4][C:3]=1[C:27]1[C:38](=[O:39])[N:37]([CH3:40])[C:30]2[N:31]=[C:32](SC)[N:33]=[CH:34][C:29]=2[CH:28]=1.[CH3:41][NH2:42].C1COCC1. No catalyst specified. The product is [CH3:1][C:2]1[CH:7]=[CH:6][C:5]([NH:8][C:9]([NH:11][C:12]2[N:16]([C:17]3[CH:22]=[CH:21][CH:20]=[CH:19][CH:18]=3)[N:15]=[C:14]([C:23]([F:26])([F:25])[F:24])[CH:13]=2)=[O:10])=[CH:4][C:3]=1[C:27]1[C:38](=[O:39])[N:37]([CH3:40])[C:30]2[N:31]=[C:32]([NH:42][CH3:41])[N:33]=[CH:34][C:29]=2[CH:28]=1. The yield is 0.780. (2) The reactants are C([N:8]1[CH2:12][C@H:11]([C:13]2[CH:18]=[CH:17][C:16]([Cl:19])=[CH:15][CH:14]=2)[C@@H:10]([C@@H:20]([O:22][C:23]2[CH:28]=[CH:27][C:26]([Cl:29])=[CH:25][N:24]=2)[CH3:21])[CH2:9]1)C1C=CC=CC=1.ClC(OC(Cl)C)=O.CCN(C(C)C)C(C)C. The catalyst is C1(C)C=CC=CC=1. The product is [Cl:29][C:26]1[CH:27]=[CH:28][C:23]([O:22][C@H:20]([C@@H:10]2[C@@H:11]([C:13]3[CH:14]=[CH:15][C:16]([Cl:19])=[CH:17][CH:18]=3)[CH2:12][NH:8][CH2:9]2)[CH3:21])=[N:24][CH:25]=1. The yield is 0.620. (3) The reactants are [Br:1][C:2]1[CH:13]=[CH:12][C:5]([C:6](N(OC)C)=[O:7])=[CH:4][CH:3]=1.[S:14]1[CH:18]=[CH:17][CH:16]=[C:15]1[Li].[Cl-].[NH4+]. The catalyst is C1COCC1. The product is [Br:1][C:2]1[CH:13]=[CH:12][C:5]([C:6]([C:15]2[S:14][CH:18]=[CH:17][CH:16]=2)=[O:7])=[CH:4][CH:3]=1. The yield is 0.340. (4) The reactants are [NH2:1][CH2:2][CH2:3][CH2:4][N:5]([C@@H:15]([C:19]1[N:28]([CH2:29][C:30]2[CH:35]=[CH:34][CH:33]=[CH:32][CH:31]=2)[C:27](=[O:36])[C:26]2[C:21](=[CH:22][C:23]([Cl:37])=[CH:24][CH:25]=2)[N:20]=1)[CH:16]([CH3:18])[CH3:17])[C:6](=[O:14])[C:7]1[CH:12]=[CH:11][C:10]([CH3:13])=[CH:9][CH:8]=1.C(N)(=O)C1C=CC=CC=1.[CH3:47][S:48]([OH:51])(=[O:50])=[O:49]. The catalyst is CC(OC)(C)C. The product is [S:48]([OH:51])(=[O:50])(=[O:49])[CH3:47].[NH2:1][CH2:2][CH2:3][CH2:4][N:5]([C@@H:15]([C:19]1[N:28]([CH2:29][C:30]2[CH:31]=[CH:32][CH:33]=[CH:34][CH:35]=2)[C:27](=[O:36])[C:26]2[C:21](=[CH:22][C:23]([Cl:37])=[CH:24][CH:25]=2)[N:20]=1)[CH:16]([CH3:17])[CH3:18])[C:6](=[O:14])[C:7]1[CH:8]=[CH:9][C:10]([CH3:13])=[CH:11][CH:12]=1. The yield is 0.860. (5) The reactants are [F:1][C:2]1[CH:24]=[CH:23][C:5]([O:6][C:7]2[CH:8]=[C:9]3[C:13](=[CH:14][C:15]=2[C:16]([NH2:18])=[O:17])[N:12]([CH2:19][CH:20]([CH3:22])[CH3:21])[N:11]=[CH:10]3)=[CH:4][CH:3]=1.C(N1C=CN=C1)(N1C=CN=C1)=O.[CH3:37][N:38]1[CH2:43][CH2:42]N[CH2:40][CH2:39]1. The catalyst is C1COCC1. The product is [F:1][C:2]1[CH:24]=[CH:23][C:5]([O:6][C:7]2[CH:8]=[C:9]3[C:13](=[CH:14][C:15]=2[C:16]([N:18]2[CH2:42][CH2:43][N:38]([CH3:37])[CH2:39][CH2:40]2)=[O:17])[N:12]([CH2:19][CH:20]([CH3:22])[CH3:21])[N:11]=[CH:10]3)=[CH:4][CH:3]=1. The yield is 0.950. (6) The yield is 0.690. The reactants are Cl[C:2]1[C:11]2[C:6](=[CH:7][CH:8]=[C:9]([Cl:12])[N:10]=2)[N:5]=[CH:4][C:3]=1[C:13](=[O:15])[CH3:14].[CH3:16][N:17]1[CH2:22][CH2:21][CH:20]([NH2:23])[CH2:19][CH2:18]1. No catalyst specified. The product is [Cl:12][C:9]1[N:10]=[C:11]2[C:6](=[CH:7][CH:8]=1)[N:5]=[CH:4][C:3]([C:13](=[O:15])[CH3:14])=[C:2]2[NH:23][CH:20]1[CH2:21][CH2:22][N:17]([CH3:16])[CH2:18][CH2:19]1. (7) The reactants are [CH3:1][O:2][C:3]1[CH:12]=[C:11]([O:13][CH3:14])[CH:10]=[C:9]2[C:4]=1[C:5](=[O:27])[NH:6][C:7]([C:15]1[CH:20]=[CH:19][C:18]([N:21]3[CH2:26][CH2:25][NH:24][CH2:23][CH2:22]3)=[CH:17][CH:16]=1)=[N:8]2.CCN(CC)CC.[CH:35]1([C:38](Cl)=[O:39])[CH2:37][CH2:36]1. The catalyst is C(Cl)Cl. The product is [CH:35]1([C:38]([N:24]2[CH2:23][CH2:22][N:21]([C:18]3[CH:19]=[CH:20][C:15]([C:7]4[NH:6][C:5](=[O:27])[C:4]5[C:9](=[CH:10][C:11]([O:13][CH3:14])=[CH:12][C:3]=5[O:2][CH3:1])[N:8]=4)=[CH:16][CH:17]=3)[CH2:26][CH2:25]2)=[O:39])[CH2:37][CH2:36]1. The yield is 0.630. (8) The reactants are [CH3:1][N:2]1[CH:6]=[C:5]([CH3:7])[C:4]([C:8]([OH:10])=O)=[CH:3]1.O1CCCC1.C(Cl)(=O)C(Cl)=O.[NH2:22][C:23]1[CH:24]=[C:25]([CH:42]=[CH:43][CH:44]=1)[O:26][C:27]1[CH:28]=[CH:29][C:30]2[N:31]([N:33]=[C:34]([NH:36][C:37]([CH:39]3[CH2:41][CH2:40]3)=[O:38])[N:35]=2)[CH:32]=1. The catalyst is CN(C)C=O.CN(C)C(=O)C. The product is [CH:39]1([C:37]([NH:36][C:34]2[N:35]=[C:30]3[CH:29]=[CH:28][C:27]([O:26][C:25]4[CH:24]=[C:23]([NH:22][C:8]([C:4]5[C:5]([CH3:7])=[CH:6][N:2]([CH3:1])[CH:3]=5)=[O:10])[CH:44]=[CH:43][CH:42]=4)=[CH:32][N:31]3[N:33]=2)=[O:38])[CH2:40][CH2:41]1. The yield is 0.280. (9) The reactants are [CH2:1]([NH:3][C:4]1[C:9]([CH:10]=O)=[CH:8][N:7]=[C:6]([S:12][CH3:13])[N:5]=1)[CH3:2].[Br:14][C:15]1[CH:20]=[CH:19][C:18]([CH2:21][C:22]([O:24]CC)=O)=[C:17]([Cl:27])[CH:16]=1.C(=O)([O-])[O-].[Cs+].[Cs+].C(OCC)(=O)C. The catalyst is CC(N(C)C)=O. The product is [Br:14][C:15]1[CH:20]=[CH:19][C:18]([C:21]2[C:22](=[O:24])[N:3]([CH2:1][CH3:2])[C:4]3[N:5]=[C:6]([S:12][CH3:13])[N:7]=[CH:8][C:9]=3[CH:10]=2)=[C:17]([Cl:27])[CH:16]=1. The yield is 0.140. (10) The reactants are N[C:2]1[C:11]([F:12])=[CH:10][C:9]([N:13]([C:18]2[C:37]([CH:38]3[CH2:40][CH2:39]3)=[CH:36][C:21]3[C:22]([C:32](=[O:35])[NH:33][CH3:34])=[C:23]([C:25]4[CH:30]=[CH:29][C:28]([F:31])=[CH:27][CH:26]=4)[O:24][C:20]=3[CH:19]=2)[S:14]([CH3:17])(=[O:16])=[O:15])=[CH:8][C:3]=1[C:4]([O:6][CH3:7])=[O:5].N([O-])=O.[Na+].S(=O)(=O)(O)[O-].[Na+].C([O-])(O)=O.[Na+].[BrH:56]. The catalyst is C(#N)C.O.CCOC(C)=O.[Cu]Br. The product is [Br:56][C:2]1[C:11]([F:12])=[CH:10][C:9]([N:13]([C:18]2[C:37]([CH:38]3[CH2:40][CH2:39]3)=[CH:36][C:21]3[C:22]([C:32](=[O:35])[NH:33][CH3:34])=[C:23]([C:25]4[CH:30]=[CH:29][C:28]([F:31])=[CH:27][CH:26]=4)[O:24][C:20]=3[CH:19]=2)[S:14]([CH3:17])(=[O:16])=[O:15])=[CH:8][C:3]=1[C:4]([O:6][CH3:7])=[O:5]. The yield is 0.640.